The task is: Binary Classification. Given a miRNA mature sequence and a target amino acid sequence, predict their likelihood of interaction.. This data is from Experimentally validated miRNA-target interactions with 360,000+ pairs, plus equal number of negative samples. The protein sequence of the target gene is MEGSFSDGGALPEGLAEEAEPQGAAWSGDSGTVSQSHSSASGPWEDEGAEDGAPGRDLPLLRRAAAGYAACLLPGAGARPEVEALDASLEDLLTRVDEFVGMLDMLRGDSSHVVSEGVPRIHAKAAEMRRIYSRIDRLEAFVRMVGGRVARMEEQVTKAEAELGTFPRAFKKLLHTMNVPSLFSKSAPSRPQQAGYEAPVLFRTEDYFPCCSERPQL. The miRNA is hsa-miR-455-3p with sequence GCAGUCCAUGGGCAUAUACAC. Result: 1 (interaction).